Task: Predict the reaction yield, written as a fraction of the theoretical maximum amount of product (1.0 means a 100% yield; for example, 0.34 means a 34% yield).. Dataset: Reaction yield outcomes from USPTO patents with 853,638 reactions (1) The reactants are C(OC(N1CCC2C(=CC=C(O)C=2)C1)=O)(C)(C)C.C(OC([N:26]1[CH2:35][CH2:34][C:33]2[C:28](=[CH:29][CH:30]=[C:31]([C:36](=[O:38])[CH3:37])[CH:32]=2)[CH2:27]1)=O)(C)(C)C.Cl. The catalyst is C(OCC)(=O)C.O.C([O-])(O)=O.[Na+]. The product is [CH2:27]1[C:28]2[C:33](=[CH:32][C:31]([C:36](=[O:38])[CH3:37])=[CH:30][CH:29]=2)[CH2:34][CH2:35][NH:26]1. The yield is 0.629. (2) The reactants are [CH3:1][C:2]([C:9]1[CH:14]=[CH:13][CH:12]=[C:11]([OH:15])[CH:10]=1)([CH3:8])[C:3](=O)[C:4]([OH:6])=[O:5].[CH3:16][NH2:17].C([O-])(=O)C(C)=O.CO. The catalyst is O1CCCC1. The product is [OH:15][C:11]1[CH:10]=[C:9]([CH:14]=[CH:13][CH:12]=1)[C:2]([CH3:8])([CH3:1])[C@@H:3]([C:4]([OH:6])=[O:5])[NH:17][CH3:16]. The yield is 0.310.